Dataset: Catalyst prediction with 721,799 reactions and 888 catalyst types from USPTO. Task: Predict which catalyst facilitates the given reaction. (1) Reactant: [OH-].[K+].[OH:3][C:4]1[CH:13]=[C:12]([O:14][CH3:15])[C:11]([CH:16]([CH3:18])[CH3:17])=[CH:10][C:5]=1[C:6]([O:8]C)=[O:7]. Product: [OH:3][C:4]1[CH:13]=[C:12]([O:14][CH3:15])[C:11]([CH:16]([CH3:18])[CH3:17])=[CH:10][C:5]=1[C:6]([OH:8])=[O:7]. The catalyst class is: 24. (2) Reactant: [C:1]1(=[C:8]([C:24]2[CH:29]=[CH:28][C:27]([OH:30])=[CH:26][CH:25]=2)[C:9]2[CH:14]=[CH:13][C:12]([O:15][C:16]([CH3:23])([CH3:22])[C:17](OCC)=[O:18])=[CH:11][CH:10]=2)[CH2:7][CH2:6][CH2:5][CH2:4][CH2:3][CH2:2]1.[H-].[H-].[H-].[H-].[Li+].[Al+3]. Product: [C:1]1(=[C:8]([C:9]2[CH:14]=[CH:13][C:12]([O:15][C:16]([CH3:23])([CH3:22])[CH2:17][OH:18])=[CH:11][CH:10]=2)[C:24]2[CH:29]=[CH:28][C:27]([OH:30])=[CH:26][CH:25]=2)[CH2:2][CH2:3][CH2:4][CH2:5][CH2:6][CH2:7]1. The catalyst class is: 1. (3) Reactant: [C:1]([C:3]1[CH:4]=[CH:5][C:6]([O:25][C:26]2[CH:31]=[C:30]([CH3:32])[CH:29]=[C:28]([CH3:33])[CH:27]=2)=[C:7]([S:9]([N:12]2[CH2:17][CH2:16][N:15](C(OC(C)(C)C)=O)[CH2:14][CH2:13]2)(=[O:11])=[O:10])[CH:8]=1)#[N:2].[ClH:34]. Product: [ClH:34].[CH3:32][C:30]1[CH:31]=[C:26]([CH:27]=[C:28]([CH3:33])[CH:29]=1)[O:25][C:6]1[CH:5]=[CH:4][C:3]([C:1]#[N:2])=[CH:8][C:7]=1[S:9]([N:12]1[CH2:17][CH2:16][NH:15][CH2:14][CH2:13]1)(=[O:11])=[O:10]. The catalyst class is: 135. (4) Reactant: [CH3:1][O:2][C:3]1[CH:4]=[C:5]([S:11]([N:14]2[CH:18]=[CH:17][C:16]([CH:19]=[CH:20][CH:21]=[CH:22][C:23]([O:25][CH2:26][CH3:27])=[O:24])=[CH:15]2)(=[O:13])=[O:12])[CH:6]=[CH:7][C:8]=1[O:9][CH3:10]. Product: [CH3:1][O:2][C:3]1[CH:4]=[C:5]([S:11]([N:14]2[CH:18]=[CH:17][C:16]([CH2:19][CH2:20][CH2:21][CH2:22][C:23]([O:25][CH2:26][CH3:27])=[O:24])=[CH:15]2)(=[O:12])=[O:13])[CH:6]=[CH:7][C:8]=1[O:9][CH3:10]. The catalyst class is: 582. (5) Reactant: ClC1C=C(C=CC=1Cl)OC1C=CC(C2[NH:13][C:14]3[C:15]([N:23]=2)=[N:16][C:17]([C:20]([NH2:22])=O)=[CH:18][CH:19]=3)=CC=1.NC1N=C(C#N)C=CC=1[N+]([O-])=O. Product: [NH2:13][C:14]1[CH:19]=[CH:18][C:17]([C:20]#[N:22])=[N:16][C:15]=1[NH2:23]. The catalyst class is: 63. (6) Reactant: [CH2:1]([CH:3]([CH2:19][CH2:20][CH2:21][CH3:22])[CH2:4][N:5]([C:13]1[CH:18]=[CH:17][CH:16]=[CH:15][CH:14]=1)[CH2:6][CH2:7][CH2:8][CH2:9][CH2:10][CH2:11][OH:12])[CH3:2].[C:23](OC(=O)C)(=[O:25])[CH3:24].N1C=CC=CC=1.S([O-])([O-])(=O)=O.[Na+].[Na+]. Product: [C:23]([O:12][CH2:11][CH2:10][CH2:9][CH2:8][CH2:7][CH2:6][N:5]([CH2:4][CH:3]([CH2:1][CH3:2])[CH2:19][CH2:20][CH2:21][CH3:22])[C:13]1[CH:18]=[CH:17][CH:16]=[CH:15][CH:14]=1)(=[O:25])[CH3:24]. The catalyst class is: 46. (7) Reactant: [OH-].[Li+].[CH3:3][C:4]1[N:5]=[N:6][N:7]([CH2:9][C:10]2[CH:15]=[C:14]([C:16]([F:19])([F:18])[F:17])[CH:13]=[CH:12][C:11]=2/[CH:20]=[CH:21]/[C:22]([N:24]2[CH2:29][CH2:28][CH:27]([C:30]([O:32]C)=[O:31])[CH2:26][CH2:25]2)=[O:23])[N:8]=1. Product: [CH3:3][C:4]1[N:5]=[N:6][N:7]([CH2:9][C:10]2[CH:15]=[C:14]([C:16]([F:19])([F:18])[F:17])[CH:13]=[CH:12][C:11]=2/[CH:20]=[CH:21]/[C:22]([N:24]2[CH2:29][CH2:28][CH:27]([C:30]([OH:32])=[O:31])[CH2:26][CH2:25]2)=[O:23])[N:8]=1. The catalyst class is: 90.